Task: Predict the reaction yield, written as a fraction of the theoretical maximum amount of product (1.0 means a 100% yield; for example, 0.34 means a 34% yield).. Dataset: Reaction yield outcomes from USPTO patents with 853,638 reactions (1) The reactants are [CH3:1][CH:2]([N:4]1[C:12](/[CH:13]=[CH:14]/[C@H:15]([OH:24])[CH2:16][C@H:17]([OH:23])[CH2:18][C:19]([O:21]C)=[O:20])=[C:11]([C:25]2[CH:30]=[CH:29][C:28]([F:31])=[CH:27][CH:26]=2)[C:10]2[C:5]1=[CH:6][CH:7]=[CH:8][CH:9]=2)[CH3:3].C(#N)C.[OH-].[Na+:36]. The catalyst is CO. The product is [CH3:3][CH:2]([N:4]1[C:12](/[CH:13]=[CH:14]/[CH:15]([OH:24])[CH2:16][CH:17]([OH:23])[CH2:18][C:19]([O-:21])=[O:20])=[C:11]([C:25]2[CH:26]=[CH:27][C:28]([F:31])=[CH:29][CH:30]=2)[C:10]2[CH:9]=[CH:8][CH:7]=[CH:6][C:5]1=2)[CH3:1].[Na+:36]. The yield is 0.811. (2) The product is [CH3:14][N:15]([CH3:16])[C:11]([C:8]1([C:6]2[CH:5]=[CH:4][CH:3]=[C:2]([Br:1])[N:7]=2)[CH2:10][CH2:9]1)=[O:13]. The yield is 0.700. The reactants are [Br:1][C:2]1[N:7]=[C:6]([C:8]2([C:11]([OH:13])=O)[CH2:10][CH2:9]2)[CH:5]=[CH:4][CH:3]=1.[CH3:14][NH:15][CH3:16]. No catalyst specified. (3) The reactants are [CH:1]1([C:4]2[O:8][N:7]=[C:6]([C:9]3[C:14]([Cl:15])=[CH:13][CH:12]=[CH:11][C:10]=3[Cl:16])[C:5]=2[CH2:17][O:18][C:19]2[CH:24]=[CH:23][C:22]([C:25]3[CH:26]=[C:27]4[C:32](=[CH:33][CH:34]=3)[N:31]=[C:30]([C:35]([O:37]C)=[O:36])[CH:29]=[CH:28]4)=[CH:21][CH:20]=2)[CH2:3][CH2:2]1.O1CCCC1.[OH-].[Na+].Cl. The catalyst is CO. The product is [CH:1]1([C:4]2[O:8][N:7]=[C:6]([C:9]3[C:10]([Cl:16])=[CH:11][CH:12]=[CH:13][C:14]=3[Cl:15])[C:5]=2[CH2:17][O:18][C:19]2[CH:20]=[CH:21][C:22]([C:25]3[CH:26]=[C:27]4[C:32](=[CH:33][CH:34]=3)[N:31]=[C:30]([C:35]([OH:37])=[O:36])[CH:29]=[CH:28]4)=[CH:23][CH:24]=2)[CH2:2][CH2:3]1. The yield is 0.920.